This data is from Full USPTO retrosynthesis dataset with 1.9M reactions from patents (1976-2016). The task is: Predict the reactants needed to synthesize the given product. (1) Given the product [Cl:1][C:2]1[CH:7]=[C:6]([Cl:8])[CH:5]=[CH:4][C:3]=1[CH:9]1[CH:18]([C:19]([NH:21][O:22][CH2:23][C:24]2[CH:32]=[CH:31][CH:30]=[C:26]([C:27](=[O:28])[NH:61][S:58]([CH3:57])(=[O:60])=[O:59])[CH:25]=2)=[O:20])[C:17]2[C:12](=[CH:13][CH:14]=[CH:15][CH:16]=2)[C:11](=[O:33])[N:10]1[CH:34]1[CH2:39][CH2:38][CH2:37][CH2:36][CH:35]1[NH:40][S:41]([CH3:44])(=[O:43])=[O:42], predict the reactants needed to synthesize it. The reactants are: [Cl:1][C:2]1[CH:7]=[C:6]([Cl:8])[CH:5]=[CH:4][C:3]=1[CH:9]1[CH:18]([C:19]([NH:21][O:22][CH2:23][C:24]2[CH:25]=[C:26]([CH:30]=[CH:31][CH:32]=2)[C:27](O)=[O:28])=[O:20])[C:17]2[C:12](=[CH:13][CH:14]=[CH:15][CH:16]=2)[C:11](=[O:33])[N:10]1[CH:34]1[CH2:39][CH2:38][CH2:37][CH2:36][CH:35]1[NH:40][S:41]([CH3:44])(=[O:43])=[O:42].C1N=CN(C(N2C=NC=C2)=O)C=1.[CH3:57][S:58]([NH2:61])(=[O:60])=[O:59].C1CCN2C(=NCCC2)CC1. (2) Given the product [NH2:8][C:6]1[N:7]=[C:2]([N:17]2[CH2:22][CH2:21][CH2:20][C@@H:19]([C:23]([OH:25])=[O:24])[CH2:18]2)[CH:3]=[CH:4][C:5]=1[N+:9]([O-:11])=[O:10], predict the reactants needed to synthesize it. The reactants are: Cl[C:2]1[N:7]=[C:6]([NH2:8])[C:5]([N+:9]([O-:11])=[O:10])=[CH:4][CH:3]=1.CN(C)C=O.[NH:17]1[CH2:22][CH2:21][CH2:20][C@@H:19]([C:23]([OH:25])=[O:24])[CH2:18]1.C(N(C(C)C)CC)(C)C. (3) Given the product [C:2]([C:3]1[NH:12][C:6]2[C:5]([CH:4]=1)=[C:10]([F:11])[CH:9]=[CH:8][CH:7]=2)([CH3:19])([CH3:18])[CH3:1], predict the reactants needed to synthesize it. The reactants are: [CH3:1][C:2]([CH3:19])([CH3:18])[C:3]#[C:4][C:5]1[C:10]([F:11])=[CH:9][CH:8]=[CH:7][C:6]=1[NH:12]C(=O)CCC.C(O[K])C(C)C.O. (4) Given the product [N+:1]([C:4]1[CH:5]=[CH:6][C:7]2[NH:12][CH2:11][CH2:10][O:9][C:8]=2[CH:14]=1)([O-:3])=[O:2], predict the reactants needed to synthesize it. The reactants are: [N+:1]([C:4]1[CH:5]=[CH:6][C:7]2[NH:12][C:11](=O)[CH2:10][O:9][C:8]=2[CH:14]=1)([O-:3])=[O:2].B.C1COCC1.CO.